Dataset: Full USPTO retrosynthesis dataset with 1.9M reactions from patents (1976-2016). Task: Predict the reactants needed to synthesize the given product. (1) Given the product [Cl:3][C:4]1[C:5]([O:12][CH2:13][CH2:14][CH3:15])=[C:6]([CH:9]=[CH:10][CH:11]=1)[CH2:7][CH2:1][NH2:2], predict the reactants needed to synthesize it. The reactants are: [CH3:1][NH2:2].[Cl:3][C:4]1[C:5]([O:12][CH2:13][CH2:14][CH3:15])=[C:6]([CH:9]=[CH:10][CH:11]=1)[CH:7]=O.[BH4-].[Na+]. (2) Given the product [Cl:1][C:2]1[CH:7]=[CH:6][C:5]([C:8]2[CH:13]=[C:12]([C:14]([F:15])([F:17])[F:16])[N:11]3[N:18]=[CH:19][C:20]([C:21]#[C:22][C:24]4[CH:25]=[C:26]([S:30]([NH2:33])(=[O:32])=[O:31])[CH:27]=[CH:28][CH:29]=4)=[C:10]3[N:9]=2)=[CH:4][CH:3]=1, predict the reactants needed to synthesize it. The reactants are: [Cl:1][C:2]1[CH:7]=[CH:6][C:5]([C:8]2[CH:13]=[C:12]([C:14]([F:17])([F:16])[F:15])[N:11]3[N:18]=[CH:19][C:20]([C:21]#[CH:22])=[C:10]3[N:9]=2)=[CH:4][CH:3]=1.Br[C:24]1[CH:25]=[C:26]([S:30]([NH2:33])(=[O:32])=[O:31])[CH:27]=[CH:28][CH:29]=1. (3) The reactants are: [F:1][C:2]1[CH:33]=[CH:32][C:31]([C:34]([NH:36][C:37]2[CH:42]=[C:41]([CH3:43])[CH:40]=[CH:39][C:38]=2[F:44])=[O:35])=[CH:30][C:3]=1[O:4][C:5]1[CH:10]=[CH:9][N:8]=[C:7]([C:11]2[NH:15][CH:14]=[C:13]([C:16]([NH:18][CH2:19][CH2:20][CH2:21][NH:22]C(=O)OC(C)(C)C)=[O:17])[CH:12]=2)[CH:6]=1.FC(F)(F)C(O)=O. Given the product [NH2:22][CH2:21][CH2:20][CH2:19][NH:18][C:16]([C:13]1[CH:12]=[C:11]([C:7]2[CH:6]=[C:5]([O:4][C:3]3[CH:30]=[C:31]([C:34]([NH:36][C:37]4[CH:42]=[C:41]([CH3:43])[CH:40]=[CH:39][C:38]=4[F:44])=[O:35])[CH:32]=[CH:33][C:2]=3[F:1])[CH:10]=[CH:9][N:8]=2)[NH:15][CH:14]=1)=[O:17], predict the reactants needed to synthesize it. (4) Given the product [C:1]([OH:14])(=[O:13])[CH2:2][CH2:3][CH2:4][CH2:5][CH2:6][CH2:7][CH2:8][CH2:9][CH2:10][CH2:11][CH3:12].[O:25]=[CH:26][C@@H:27]([C@H:29]([C@@H:31]([C@@H:33]([CH2:35][OH:36])[OH:34])[OH:32])[OH:30])[OH:28], predict the reactants needed to synthesize it. The reactants are: [C:1]([OH:14])(=[O:13])[CH2:2][CH2:3][CH2:4][CH2:5][CH2:6][CH2:7][CH2:8][CH2:9][CH2:10][CH2:11][CH3:12].O=C[C@@H]([C@H]([C@@H](CO)O)O)O.[O:25]=[CH:26][C@@H:27]([C@H:29]([C@@H:31]([C@@H:33]([CH2:35][OH:36])[OH:34])[OH:32])[OH:30])[OH:28].C(Cl)(=O)CCCCCCCCCCC. (5) Given the product [N:1]1([CH2:7][C:9]2[CH:24]=[CH:23][C:12]([O:13][C:14]3[CH:22]=[CH:21][C:17]([C:18]([NH2:20])=[O:19])=[CH:16][N:15]=3)=[CH:11][CH:10]=2)[CH2:6][CH2:5][CH2:4][CH2:3][CH2:2]1, predict the reactants needed to synthesize it. The reactants are: [NH:1]1[CH2:6][CH2:5][CH2:4][CH2:3][CH2:2]1.[CH:7]([C:9]1[CH:24]=[CH:23][C:12]([O:13][C:14]2[CH:22]=[CH:21][C:17]([C:18]([NH2:20])=[O:19])=[CH:16][N:15]=2)=[CH:11][CH:10]=1)=O.C(O[BH-](OC(=O)C)OC(=O)C)(=O)C.[Na+].C(O)(=O)C.